Dataset: Forward reaction prediction with 1.9M reactions from USPTO patents (1976-2016). Task: Predict the product of the given reaction. (1) Given the reactants [CH3:1][C:2]1[C:7]([S:8]([CH3:11])(=[O:10])=[O:9])=[CH:6][CH:5]=[CH:4][C:3]=1[CH:12]1[CH2:17][CH2:16][NH:15][CH2:14][CH2:13]1.C(=O)([O-])[O-].[K+].[K+].[CH2:24](Br)[CH:25]=[CH2:26], predict the reaction product. The product is: [CH2:26]([N:15]1[CH2:16][CH2:17][CH:12]([C:3]2[CH:4]=[CH:5][CH:6]=[C:7]([S:8]([CH3:11])(=[O:10])=[O:9])[C:2]=2[CH3:1])[CH2:13][CH2:14]1)[CH:25]=[CH2:24]. (2) Given the reactants P(Cl)(Cl)(Cl)=O.[ClH:6].[NH2:7][CH2:8][C:9]([NH:11][CH3:12])=O.[C:13](=[O:16])([O-])[O-].[Na+].[Na+].[C:19](=O)([O-])[O-].[K+].[K+], predict the reaction product. The product is: [Cl:6][C:9]1[N:11]([CH3:12])[CH:19]=[N:7][C:8]=1[CH:13]=[O:16]. (3) The product is: [CH3:12][O:11][C:3]1[CH:4]=[C:5]([N+:8]([O-:10])=[O:9])[CH:6]=[CH:7][C:2]=1[S:23][CH3:22]. Given the reactants I[C:2]1[CH:7]=[CH:6][C:5]([N+:8]([O-:10])=[O:9])=[CH:4][C:3]=1[O:11][CH3:12].CCN(C(C)C)C(C)C.[CH3:22][S-:23].[Na+], predict the reaction product. (4) Given the reactants [N:1]1[CH:5]=[C:4]([CH2:6][NH:7][C:8]2[CH:13]=[CH:12][CH:11]=[C:10]([O:14][CH3:15])[CH:9]=2)[NH:3][CH:2]=1.C=O.[C:18]([BH3-])#N.[Na+].Cl, predict the reaction product. The product is: [N:1]1[CH:5]=[C:4]([CH2:6][N:7]([C:8]2[CH:13]=[CH:12][CH:11]=[C:10]([O:14][CH3:15])[CH:9]=2)[CH3:18])[NH:3][CH:2]=1. (5) Given the reactants [Cl:1][C:2]1[CH:9]=[C:8]([N:10]([C@H:22]2[CH2:26][CH2:25][NH:24][CH2:23]2)[CH2:11][C:12]2[CH:17]=[CH:16][CH:15]=[CH:14][C:13]=2[C:18]([F:21])([F:20])[F:19])[CH:7]=[CH:6][C:3]=1[C:4]#[N:5].[NH:27]1[CH:31]=[CH:30][N:29]=[C:28]1[CH:32]=O, predict the reaction product. The product is: [Cl:1][C:2]1[CH:9]=[C:8]([N:10]([C@H:22]2[CH2:26][CH2:25][N:24]([CH2:32][C:28]3[NH:27][CH:31]=[CH:30][N:29]=3)[CH2:23]2)[CH2:11][C:12]2[CH:17]=[CH:16][CH:15]=[CH:14][C:13]=2[C:18]([F:19])([F:20])[F:21])[CH:7]=[CH:6][C:3]=1[C:4]#[N:5]. (6) Given the reactants [C:1]([C:4]1[CH:9]=[C:8]([O:10][CH2:11][C:12]2[CH:17]=[CH:16][CH:15]=[CH:14][CH:13]=2)[CH:7]=[C:6]([N+:18]([O-])=O)[C:5]=1[CH:21]=[CH:22][C:23]([O:25]C)=O)(=[O:3])[CH3:2], predict the reaction product. The product is: [C:1]([C:4]1[CH:9]=[C:8]([O:10][CH2:11][C:12]2[CH:17]=[CH:16][CH:15]=[CH:14][CH:13]=2)[CH:7]=[C:6]2[C:5]=1[CH2:21][CH2:22][C:23](=[O:25])[NH:18]2)(=[O:3])[CH3:2]. (7) Given the reactants [CH:1]([C:4]1[C:8]([CH2:9][CH2:10][CH2:11][OH:12])=[CH:7][N:6]([C:13]2[CH:18]=[CH:17][C:16]([C:19]([F:22])([F:21])[F:20])=[CH:15][N:14]=2)[N:5]=1)([CH3:3])[CH3:2].[CH2:23]([C:25]1[C:26](O)=[C:27]([CH2:31][C:32]([O:34][CH3:35])=[O:33])[CH:28]=[CH:29][CH:30]=1)[CH3:24].C(P(CCCC)CCCC)CCC.N(C(N1CCCCC1)=O)=NC(N1CCCCC1)=O, predict the reaction product. The product is: [CH2:23]([C:25]1[C:26]([O:12][CH2:11][CH2:10][CH2:9][C:8]2[C:4]([CH:1]([CH3:3])[CH3:2])=[N:5][N:6]([C:13]3[CH:18]=[CH:17][C:16]([C:19]([F:21])([F:20])[F:22])=[CH:15][N:14]=3)[CH:7]=2)=[C:27]([CH2:31][C:32]([O:34][CH3:35])=[O:33])[CH:28]=[CH:29][CH:30]=1)[CH3:24]. (8) Given the reactants [CH3:1][O:2][C:3]1[CH:11]=[CH:10][C:6]([C:7]([OH:9])=O)=[CH:5][C:4]=1[N+:12]([O-])=O.O.O.[Sn](Cl)Cl.[N+]([C:23]1[CH:28]=C([N+]([O-])=O)C=CC=1S(Cl)(=O)=O)([O-])=O.[N:36]1[C:41]([CH3:42])=[CH:40][CH:39]=[CH:38][C:37]=1[CH3:43].C1(P(C2C=CC=CC=2)C2C=CC=CC=2)C=CC=CC=1.[CH3:63][C:64]1[CH:65]=[C:66]([CH2:70][CH2:71]O)[CH:67]=[CH:68][CH:69]=1.CC([O:76][C:77](/N=N/C(OC(C)C)=O)=[O:78])C.SCC(O)=O.C(N(CC)CC)C, predict the reaction product. The product is: [CH3:1][O:2][C:3]1[CH:11]=[CH:10][C:6]([C:7]([NH:36][C:41]2([C:77]([OH:78])=[O:76])[CH2:40][C:39]3[C:38](=[CH:37][CH:43]=[CH:28][CH:23]=3)[CH2:42]2)=[O:9])=[CH:5][C:4]=1[NH:12][CH2:71][CH2:70][C:66]1[CH:65]=[C:64]([CH3:63])[CH:69]=[CH:68][CH:67]=1. (9) Given the reactants C1(C(N)C)CCCCC1.O[CH2:11][CH2:12][NH:13][CH:14]([CH:16]1[CH2:21][CH2:20][CH2:19][CH2:18][CH2:17]1)[CH3:15].O=S(Cl)[Cl:24], predict the reaction product. The product is: [Cl-:24].[Cl:24][CH2:11][CH2:12][NH2+:13][CH:14]([CH:16]1[CH2:21][CH2:20][CH2:19][CH2:18][CH2:17]1)[CH3:15].